From a dataset of Full USPTO retrosynthesis dataset with 1.9M reactions from patents (1976-2016). Predict the reactants needed to synthesize the given product. (1) Given the product [C:17]([C:7]1[C:8]2[C:13](=[CH:12][C:11]([CH:14]3[CH2:16][CH2:15]3)=[CH:10][CH:9]=2)[N:5]([CH:1]2[CH2:4][CH2:3][CH2:2]2)[C:6]=1[B:19]([OH:24])[OH:20])#[N:18], predict the reactants needed to synthesize it. The reactants are: [CH:1]1([N:5]2[C:13]3[C:8](=[CH:9][CH:10]=[C:11]([CH:14]4[CH2:16][CH2:15]4)[CH:12]=3)[C:7]([C:17]#[N:18])=[CH:6]2)[CH2:4][CH2:3][CH2:2]1.[B:19](OC(C)C)([O:24]C(C)C)[O:20]C(C)C.[Li+].CC([N-]C(C)C)C. (2) The reactants are: [CH3:1][N:2]([CH3:30])[CH2:3][CH2:4][CH2:5][NH:6][C:7]1[CH:12]=[C:11]([CH:13](O)[C:14]2[CH:19]=[CH:18][C:17]([NH:20]C(=O)OC(C)(C)C)=[CH:16][C:15]=2[F:28])[CH:10]=[CH:9][N:8]=1.Cl. Given the product [NH2:20][C:17]1[CH:18]=[CH:19][C:14]([CH2:13][C:11]2[CH:10]=[CH:9][N:8]=[C:7]([NH:6][CH2:5][CH2:4][CH2:3][N:2]([CH3:1])[CH3:30])[CH:12]=2)=[C:15]([F:28])[CH:16]=1, predict the reactants needed to synthesize it. (3) Given the product [C:17]1([CH2:23][N:24]2[C:28](=[O:29])[CH:27]3[CH:26]([CH2:3][N:4]([CH2:10][C:11]4[CH:16]=[CH:15][CH:14]=[CH:13][CH:12]=4)[CH2:5]3)[C:25]2=[O:30])[CH:18]=[CH:19][CH:20]=[CH:21][CH:22]=1, predict the reactants needed to synthesize it. The reactants are: CO[CH2:3][N:4]([CH2:10][C:11]1[CH:16]=[CH:15][CH:14]=[CH:13][CH:12]=1)[CH2:5][Si](C)(C)C.[C:17]1([CH2:23][N:24]2[C:28](=[O:29])[CH:27]=[CH:26][C:25]2=[O:30])[CH:22]=[CH:21][CH:20]=[CH:19][CH:18]=1.C(O)(C(F)(F)F)=O. (4) Given the product [Cl:19][C:20]1[CH:21]=[C:22]([NH:23][C:2]2[CH:15]=[C:14]([CH:16]([CH3:18])[CH3:17])[C:5]([C:6]([NH:8][CH2:9][CH:10]3[CH2:13][CH2:12][CH2:11]3)=[O:7])=[CH:4][N:3]=2)[CH:24]=[CH:25][CH:26]=1, predict the reactants needed to synthesize it. The reactants are: Cl[C:2]1[CH:15]=[C:14]([CH:16]([CH3:18])[CH3:17])[C:5]([C:6]([NH:8][CH2:9][CH:10]2[CH2:13][CH2:12][CH2:11]2)=[O:7])=[CH:4][N:3]=1.[Cl:19][C:20]1[CH:21]=[C:22]([CH:24]=[CH:25][CH:26]=1)[NH2:23]. (5) Given the product [F:1][C:2]1[C:3]([C:9]([NH2:10])=[O:11])=[N:4][C:5]([F:8])=[CH:6][N:7]=1, predict the reactants needed to synthesize it. The reactants are: [F:1][C:2]1[C:3]([C:9]#[N:10])=[N:4][C:5]([F:8])=[CH:6][N:7]=1.[O:11]1CCCC1.